This data is from HIV replication inhibition screening data with 41,000+ compounds from the AIDS Antiviral Screen. The task is: Binary Classification. Given a drug SMILES string, predict its activity (active/inactive) in a high-throughput screening assay against a specified biological target. (1) The molecule is CC(=O)OCC(OC(C)=O)C(OC(C)=O)C1OC(C)(C)OC1C1SCCCS1. The result is 0 (inactive). (2) The molecule is COc1ccccc1C=C1SC(=S)NC1=O. The result is 0 (inactive).